Dataset: Catalyst prediction with 721,799 reactions and 888 catalyst types from USPTO. Task: Predict which catalyst facilitates the given reaction. (1) The catalyst class is: 10. Product: [F:14][C:15]([F:26])([F:25])[C:16]([N:9]1[CH2:10][CH2:11][C:5]2[CH:4]=[C:3]([O:2][CH3:1])[C:13]([N+:27]([O-:29])=[O:28])=[CH:12][C:6]=2[CH2:7][CH2:8]1)=[O:17].[F:23][C:20]([F:21])([F:22])[C:19]([N:9]1[CH2:10][CH2:11][C:5]2[C:4]([N+:27]([O-:30])=[O:28])=[C:3]([O:2][CH3:1])[CH:13]=[CH:12][C:6]=2[CH2:7][CH2:8]1)=[O:24]. Reactant: [CH3:1][O:2][C:3]1[CH:13]=[CH:12][C:6]2[CH2:7][CH2:8][NH:9][CH2:10][CH2:11][C:5]=2[CH:4]=1.[F:14][C:15]([F:26])([F:25])[C:16](O[C:19](=[O:24])[C:20]([F:23])([F:22])[F:21])=[O:17].[N+:27]([O-:30])([O-:29])=[O:28].[K+]. (2) Product: [F:21][C:17]1[CH:16]=[C:15]([CH:20]=[CH:19][CH:18]=1)[CH2:14][N:13]1[CH2:12][CH2:11][CH2:10]/[C:9](=[CH:22]\[C:23]2[CH:28]=[CH:27][C:26]([N:29]3[CH:33]=[C:32]([CH3:34])[N:31]=[CH:30]3)=[C:25]([O:35][CH3:36])[CH:24]=2)/[C:8]1=[O:7]. The catalyst class is: 13. Reactant: C(O)(=O)C.C([O:7][C:8](=O)/[C:9](=[CH:22]/[C:23]1[CH:28]=[CH:27][C:26]([N:29]2[CH:33]=[C:32]([CH3:34])[N:31]=[CH:30]2)=[C:25]([O:35][CH3:36])[CH:24]=1)/[CH2:10][CH2:11][CH2:12][NH:13][CH2:14][C:15]1[CH:20]=[CH:19][CH:18]=[C:17]([F:21])[CH:16]=1)C.[OH-].[Na+].O.C(=O)(O)[O-].[Na+]. (3) Reactant: [C:1]([O:5][C:6](=[O:19])[NH:7][C@H:8]([CH2:17]O)[CH2:9][C:10]1[CH:15]=[CH:14][CH:13]=[C:12]([F:16])[CH:11]=1)([CH3:4])([CH3:3])[CH3:2].C1(P(C2C=CC=CC=2)C2C=CC=CC=2)C=CC=CC=1.[C:39]1(=[O:49])[NH:43][C:42](=[O:44])[C:41]2=[CH:45][CH:46]=[CH:47][CH:48]=[C:40]12.C(OC([N+](C(OC(C)C)=O)=[N-])=O)(C)C. Product: [C:1]([O:5][C:6](=[O:19])[NH:7][C@H:8]([CH2:17][N:43]1[C:39](=[O:49])[C:40]2[C:41](=[CH:45][CH:46]=[CH:47][CH:48]=2)[C:42]1=[O:44])[CH2:9][C:10]1[CH:15]=[CH:14][CH:13]=[C:12]([F:16])[CH:11]=1)([CH3:4])([CH3:3])[CH3:2]. The catalyst class is: 7. (4) Reactant: [H-].[H-].[H-].[H-].[Li+].[Al+3].[Cl:7][C:8]1[CH:17]=[CH:16][C:11]([C:12](OC)=[O:13])=[CH:10][N:9]=1. Product: [Cl:7][C:8]1[N:9]=[CH:10][C:11]([CH2:12][OH:13])=[CH:16][CH:17]=1. The catalyst class is: 1. (5) Reactant: Br[C:2](Br)=[CH:3][C:4]1[CH:9]=[CH:8][CH:7]=[CH:6][C:5]=1[NH2:10].[Cl:12][C:13]1[CH:14]=[C:15](B(O)O)[CH:16]=[CH:17][CH:18]=1.[O-]P([O-])([O-])=O.[K+].[K+].[K+].O.COC1C=CC=C(OC)C=1C1C=CC=CC=1P(C1CCCCC1)C1CCCCC1. Product: [Cl:12][C:13]1[CH:18]=[C:17]([C:2]2[NH:10][C:5]3[C:4]([CH:3]=2)=[CH:9][CH:8]=[CH:7][CH:6]=3)[CH:16]=[CH:15][CH:14]=1. The catalyst class is: 222. (6) Reactant: [CH2:1]([O:8][C:9]1[C:21]2[C:20]3[C:15](=[CH:16][CH:17]=[CH:18][CH:19]=3)[NH:14][C:13]=2[CH:12]=[CH:11][CH:10]=1)[C:2]1[CH:7]=[CH:6][CH:5]=[CH:4][CH:3]=1.[H-].[Na+].[CH3:24][O:25][CH2:26][CH2:27]Br. Product: [CH2:1]([O:8][C:9]1[C:21]2[C:20]3[C:15](=[CH:16][CH:17]=[CH:18][CH:19]=3)[N:14]([CH2:27][CH2:26][O:25][CH3:24])[C:13]=2[CH:12]=[CH:11][CH:10]=1)[C:2]1[CH:7]=[CH:6][CH:5]=[CH:4][CH:3]=1. The catalyst class is: 9. (7) Reactant: C([N:4]1[C:8]2=[N:9][C:10](Br)=[CH:11][CH:12]=[C:7]2[C:6]([C:14]#[N:15])=[CH:5]1)(=O)C.C(N(CC)CC)C.CC(C1C=C(C(C)C)C(C2C=CC=CC=2P(C2CCCCC2)C2CCCCC2)=C(C(C)C)C=1)C.[Cl:57][C:58]1[CH:63]=[CH:62][CH:61]=[CH:60][C:59]=1B(O)O. Product: [Cl:57][C:58]1[CH:63]=[CH:62][CH:61]=[CH:60][C:59]=1[C:10]1[N:9]=[C:8]2[NH:4][CH:5]=[C:6]([C:14]#[N:15])[C:7]2=[CH:12][CH:11]=1. The catalyst class is: 12.